Predict the reaction yield, written as a fraction of the theoretical maximum amount of product (1.0 means a 100% yield; for example, 0.34 means a 34% yield). From a dataset of Reaction yield outcomes from USPTO patents with 853,638 reactions. (1) The reactants are [OH:1][C:2]1[CH:7]=[CH:6][CH:5]=[CH:4][C:3]=1[C:8]([F:11])([F:10])[F:9].F[C:13]1[CH:18]=[CH:17][C:16]([F:19])=[CH:15][C:14]=1[N+:20]([O-:22])=[O:21].[F:23][C:24]1[CH:25]=[CH:26][C:27]([O:31][C:32]2[CH:37]=[CH:36][CH:35]=[CH:34][C:33]=2[C:38]([F:41])([F:40])[F:39])=[C:28]([CH:30]=1)[NH2:29].[NH2:42][C:43]1[S:44][CH:45]=[CH:46][N:47]=1. No catalyst specified. The product is [F:19][C:16]1[CH:17]=[CH:18][C:13]([O:1][C:2]2[CH:7]=[CH:6][CH:5]=[CH:4][C:3]=2[C:8]([F:9])([F:10])[F:11])=[C:14]([N+:20]([O-:22])=[O:21])[CH:15]=1.[F:23][C:24]1[CH:25]=[CH:26][C:27]([O:31][C:32]2[CH:37]=[CH:36][CH:35]=[CH:34][C:33]=2[C:38]([F:39])([F:40])[F:41])=[C:28]([NH:29][C:2]([NH:42][C:43]2[S:44][CH:45]=[CH:46][N:47]=2)=[O:1])[CH:30]=1. The yield is 0.780. (2) The yield is 0.160. The product is [CH2:13]([N:20]1[C:28]2[C:23](=[CH:24][C:25]([O:29][C:2]3[N:3]=[C:4]([OH:12])[C:5]4[CH:11]=[CH:10][N:9]=[CH:8][C:6]=4[N:7]=3)=[CH:26][CH:27]=2)[CH:22]=[N:21]1)[C:14]1[CH:15]=[CH:16][CH:17]=[CH:18][CH:19]=1. No catalyst specified. The reactants are Cl[C:2]1[N:3]=[C:4]([OH:12])[C:5]2[CH:11]=[CH:10][N:9]=[CH:8][C:6]=2[N:7]=1.[CH2:13]([N:20]1[C:28]2[C:23](=[CH:24][C:25]([OH:29])=[CH:26][CH:27]=2)[CH:22]=[N:21]1)[C:14]1[CH:19]=[CH:18][CH:17]=[CH:16][CH:15]=1.